From a dataset of Catalyst prediction with 721,799 reactions and 888 catalyst types from USPTO. Predict which catalyst facilitates the given reaction. (1) Reactant: Br[C:2]1[N:10]([C:11]2[CH:16]=[CH:15][CH:14]=[CH:13][C:12]=2[Cl:17])[C:9]2[CH2:8][CH2:7][N:6]([N:18]3[CH2:23][CH2:22][CH2:21][CH2:20][CH2:19]3)[C:5](=[O:24])[C:4]=2[C:3]=1[CH3:25].[OH:26][C:27]1[CH:32]=[CH:31][C:30](B(O)O)=[CH:29][CH:28]=1.C([O-])([O-])=O.[Na+].[Na+]. Product: [Cl:17][C:12]1[CH:13]=[CH:14][CH:15]=[CH:16][C:11]=1[N:10]1[C:9]2[CH2:8][CH2:7][N:6]([N:18]3[CH2:23][CH2:22][CH2:21][CH2:20][CH2:19]3)[C:5](=[O:24])[C:4]=2[C:3]([CH3:25])=[C:2]1[C:30]1[CH:31]=[CH:32][C:27]([OH:26])=[CH:28][CH:29]=1. The catalyst class is: 104. (2) Reactant: [C:1]([O:5][C:6](=[O:13])[NH:7][CH:8]1[CH2:11][C:10](=[O:12])[CH2:9]1)([CH3:4])([CH3:3])[CH3:2].[BH4-].[Na+]. Product: [C:1]([O:5][C:6](=[O:13])[NH:7][CH:8]1[CH2:11][CH:10]([OH:12])[CH2:9]1)([CH3:4])([CH3:2])[CH3:3]. The catalyst class is: 8. (3) The catalyst class is: 12. Reactant: [OH:1][C:2]1[CH:3]=[CH:4][C:5]([N:8]2[CH:12]=[CH:11][C:10]([CH:13]([C:15]3[CH:32]=[CH:31][C:18]4[N:19]([CH2:23][O:24][CH2:25][CH2:26][Si:27]([CH3:30])([CH3:29])[CH3:28])[C:20](=[O:22])[S:21][C:17]=4[CH:16]=3)[CH3:14])=[N:9]2)=[N:6][CH:7]=1.[CH3:33][C:34]([CH3:41])([CH2:39]O)[C:35]([O:37][CH3:38])=[O:36].C1(P(C2C=CC=CC=2)C2C=CC=CC=2)C=CC=CC=1.N(C(OC(C)C)=O)=NC(OC(C)C)=O. Product: [CH3:33][C:34]([CH3:41])([CH2:39][O:1][C:2]1[CH:7]=[N:6][C:5]([N:8]2[CH:12]=[CH:11][C:10]([CH:13]([C:15]3[CH:32]=[CH:31][C:18]4[N:19]([CH2:23][O:24][CH2:25][CH2:26][Si:27]([CH3:30])([CH3:29])[CH3:28])[C:20](=[O:22])[S:21][C:17]=4[CH:16]=3)[CH3:14])=[N:9]2)=[CH:4][CH:3]=1)[C:35]([O:37][CH3:38])=[O:36]. (4) Reactant: [CH3:1][O:2][C:3]([C:5]1[CH:6]=[C:7]([CH:11]=[C:12]([N+:14]([O-])=O)[CH:13]=1)[C:8]([OH:10])=[O:9])=[O:4]. Product: [NH2:14][C:12]1[CH:11]=[C:7]([CH:6]=[C:5]([C:3]([O:2][CH3:1])=[O:4])[CH:13]=1)[C:8]([OH:10])=[O:9]. The catalyst class is: 43. (5) Reactant: [CH3:1][S:2](Cl)(=[O:4])=[O:3].C(N(CC)CC)C.[OH:13][CH:14]([C:16]1[CH:20]=[C:19]([C:21]2[CH:22]=[C:23]([CH:26]=[CH:27][CH:28]=2)[C:24]#[N:25])[O:18][N:17]=1)C. Product: [C:24]([C:23]1[CH:22]=[C:21]([C:19]2[O:18][N:17]=[C:16]([CH2:14][O:13][S:2]([CH3:1])(=[O:4])=[O:3])[CH:20]=2)[CH:28]=[CH:27][CH:26]=1)#[N:25]. The catalyst class is: 4. (6) Reactant: [C:1]([C:3]1[N:4]=[CH:5][C:6]([NH:9][C:10](=[O:18])OC2C=CC=CC=2)=[N:7][CH:8]=1)#[N:2].[C:19]([O:23][C:24]([N:26]1[CH2:31][CH2:30][O:29][C@@H:28]([C:32](=[O:46])[NH:33][CH2:34][CH2:35][C:36]2[CH:41]=[C:40]([O:42][CH3:43])[C:39]([NH2:44])=[CH:38][C:37]=2[Cl:45])[CH2:27]1)=[O:25])([CH3:22])([CH3:21])[CH3:20]. Product: [C:19]([O:23][C:24]([N:26]1[CH2:31][CH2:30][O:29][C@@H:28]([C:32](=[O:46])[NH:33][CH2:34][CH2:35][C:36]2[CH:41]=[C:40]([O:42][CH3:43])[C:39]([NH:44][C:10]([NH:9][C:6]3[CH:5]=[N:4][C:3]([C:1]#[N:2])=[CH:8][N:7]=3)=[O:18])=[CH:38][C:37]=2[Cl:45])[CH2:27]1)=[O:25])([CH3:22])([CH3:20])[CH3:21]. The catalyst class is: 3.